This data is from Reaction yield outcomes from USPTO patents with 853,638 reactions. The task is: Predict the reaction yield, written as a fraction of the theoretical maximum amount of product (1.0 means a 100% yield; for example, 0.34 means a 34% yield). (1) The reactants are [CH:1]([O:4][C:5]1[CH:6]=[C:7]([CH:10]=[C:11]([O:13][C:14]([F:17])([F:16])[F:15])[CH:12]=1)[NH:8][CH3:9])([CH3:3])[CH3:2].Br[C:19]1[CH:24]=[C:23]([N+:25]([O-:27])=[O:26])[CH:22]=[C:21]([Cl:28])[CH:20]=1.C1C=CC(P(C2C(C3C(P(C4C=CC=CC=4)C4C=CC=CC=4)=CC=C4C=3C=CC=C4)=C3C(C=CC=C3)=CC=2)C2C=CC=CC=2)=CC=1.CC([O-])(C)C.[Na+]. The catalyst is C1(C)C=CC=CC=1. The product is [Cl:28][C:21]1[CH:20]=[C:19]([CH:24]=[C:23]([N+:25]([O-:27])=[O:26])[CH:22]=1)[N:8]([C:7]1[CH:10]=[C:11]([O:13][C:14]([F:16])([F:17])[F:15])[CH:12]=[C:5]([O:4][CH:1]([CH3:3])[CH3:2])[CH:6]=1)[CH3:9]. The yield is 0.770. (2) The reactants are [F:1][C:2]([F:23])([F:22])[C:3]1[CH:4]=[C:5]([C:9]2[CH:14]=[C:13]([C:15]([F:18])([F:17])[F:16])[N:12]3[N:19]=[CH:20][CH:21]=[C:11]3[N:10]=2)[CH:6]=[CH:7][CH:8]=1.C([O-])(=O)C.[Na+].[I:29]Cl. The catalyst is C(O)(=O)C.O. The product is [I:29][C:21]1[CH:20]=[N:19][N:12]2[C:13]([C:15]([F:18])([F:17])[F:16])=[CH:14][C:9]([C:5]3[CH:6]=[CH:7][CH:8]=[C:3]([C:2]([F:1])([F:22])[F:23])[CH:4]=3)=[N:10][C:11]=12. The yield is 0.940. (3) The reactants are [OH:1][C:2]1[CH:7]=[C:6]([O:8][CH3:9])[CH:5]=[CH:4][C:3]=1[C:10]([C:12]1[CH:17]=[CH:16][C:15]([O:18][CH2:19][C:20]2[N:21]=[C:22]([C:26]3[CH:31]=[CH:30][CH:29]=[CH:28][CH:27]=3)[O:23][C:24]=2[CH3:25])=[CH:14][CH:13]=1)=[O:11].CC(C)([O-])C.[K+].[C:38]1(=[O:42])[O:41][CH2:40][CH2:39]1.Cl. The catalyst is CN(C)C=O.O1CCCC1. The product is [CH3:9][O:8][C:6]1[CH:5]=[CH:4][C:3]([C:10](=[O:11])[C:12]2[CH:13]=[CH:14][C:15]([O:18][CH2:19][C:20]3[N:21]=[C:22]([C:26]4[CH:27]=[CH:28][CH:29]=[CH:30][CH:31]=4)[O:23][C:24]=3[CH3:25])=[CH:16][CH:17]=2)=[C:2]([CH:7]=1)[O:1][CH2:40][CH2:39][C:38]([OH:42])=[O:41]. The yield is 0.220. (4) The reactants are CN([CH:4]=[O:5])C.[C:6](Cl)(=[O:10])[C:7](Cl)=O.[CH2:12]([O:14][C:15]#[CH:16])[CH3:13].C(N([CH2:22][CH3:23])CC)C.[CH2:24](Cl)Cl. No catalyst specified. The product is [CH2:15]([O:14][C:12]1[C:24]2([CH2:7][CH2:6][O:10][CH2:23][CH2:22]2)[C:4](=[O:5])[CH:13]=1)[CH3:16]. The yield is 0.590. (5) The reactants are [CH3:1][O:2][C:3]1[CH:10]=[CH:9][C:6]([CH2:7]Cl)=[CH:5][CH:4]=1.[CH3:11][O:12][C:13]([C:15]1[S:16][CH:17]=[CH:18][C:19]=1[NH2:20])=[O:14]. The catalyst is C(Cl)Cl. The product is [CH3:11][O:12][C:13]([C:15]1[S:16][CH:17]=[CH:18][C:19]=1[NH:20][CH2:7][C:6]1[CH:9]=[CH:10][C:3]([O:2][CH3:1])=[CH:4][CH:5]=1)=[O:14]. The yield is 0.910. (6) The product is [C:37]([C:27]1[CH:26]=[C:25]([NH:24][C:22](=[O:23])[NH:21][C:14]2[C:15]3[C:20](=[CH:19][CH:18]=[CH:17][CH:16]=3)[C:11]([O:10][CH2:9][CH2:8][C:6]3[CH:5]=[CH:4][N:3]=[C:2]([NH:1][C:53](=[O:54])[CH2:52][O:51][CH3:50])[CH:7]=3)=[CH:12][CH:13]=2)[N:29]([C:30]2[CH:31]=[CH:32][C:33]([CH3:36])=[CH:34][CH:35]=2)[N:28]=1)([CH3:40])([CH3:39])[CH3:38]. The yield is 0.130. The reactants are [NH2:1][C:2]1[CH:7]=[C:6]([CH2:8][CH2:9][O:10][C:11]2[C:20]3[C:15](=[CH:16][CH:17]=[CH:18][CH:19]=3)[C:14]([NH:21][C:22]([NH:24][C:25]3[N:29]([C:30]4[CH:35]=[CH:34][C:33]([CH3:36])=[CH:32][CH:31]=4)[N:28]=[C:27]([C:37]([CH3:40])([CH3:39])[CH3:38])[CH:26]=3)=[O:23])=[CH:13][CH:12]=2)[CH:5]=[CH:4][N:3]=1.CCN(C(C)C)C(C)C.[CH3:50][O:51][CH2:52][C:53](Cl)=[O:54]. The catalyst is C(Cl)Cl.C([O-])(O)=O.[Na+].